Dataset: Full USPTO retrosynthesis dataset with 1.9M reactions from patents (1976-2016). Task: Predict the reactants needed to synthesize the given product. (1) The reactants are: [H-].[Al+3].[Li+].[H-].[H-].[H-].[CH3:7][C:8]1[CH:13]=[CH:12][C:11]([CH2:14][CH2:15][CH2:16][C:17](O)=[O:18])=[CH:10][CH:9]=1.O.[OH-].[Na+]. Given the product [CH3:7][C:8]1[CH:13]=[CH:12][C:11]([CH2:14][CH2:15][CH2:16][CH2:17][OH:18])=[CH:10][CH:9]=1, predict the reactants needed to synthesize it. (2) Given the product [CH3:18][C:19]([NH:20][C:15]([C:7]1[CH:6]=[CH:5][C:4]([CH:1]2[CH2:2][CH2:3]2)=[C:9]([O:10][CH2:11][CH2:12][O:13][CH3:14])[N:8]=1)=[O:17])([C:21]1[N:25]=[C:24]([CH3:26])[O:23][N:22]=1)[CH3:27], predict the reactants needed to synthesize it. The reactants are: [CH:1]1([C:4]2[CH:5]=[CH:6][C:7]([C:15]([OH:17])=O)=[N:8][C:9]=2[O:10][CH2:11][CH2:12][O:13][CH3:14])[CH2:3][CH2:2]1.[CH3:18][C:19]([CH3:27])([C:21]1[N:25]=[C:24]([CH3:26])[O:23][N:22]=1)[NH2:20]. (3) Given the product [ClH:26].[N+:1]([C:4]1[CH:5]=[CH:6][C:7]([CH2:8][O:9][C:10](=[O:23])[C@H:11]([CH:20]([CH3:21])[CH3:22])[NH2:12])=[CH:24][CH:25]=1)([O-:3])=[O:2], predict the reactants needed to synthesize it. The reactants are: [N+:1]([C:4]1[CH:25]=[CH:24][C:7]([CH2:8][O:9][C:10](=[O:23])[C@H:11]([CH:20]([CH3:22])[CH3:21])[NH:12]C(OC(C)(C)C)=O)=[CH:6][CH:5]=1)([O-:3])=[O:2].[ClH:26]. (4) Given the product [BrH:1].[Br:1][CH:6]([C:8]1[CH:9]=[C:10]([C:25]([N:27]([CH3:29])[CH3:28])=[O:26])[CH:11]=[C:12]2[C:17]=1[O:16][C:15]([N:18]1[CH2:23][CH2:22][O:21][CH2:20][CH2:19]1)=[CH:14][C:13]2=[O:24])[CH3:7], predict the reactants needed to synthesize it. The reactants are: [Br:1]P(Br)Br.O[CH:6]([C:8]1[CH:9]=[C:10]([C:25]([N:27]([CH3:29])[CH3:28])=[O:26])[CH:11]=[C:12]2[C:17]=1[O:16][C:15]([N:18]1[CH2:23][CH2:22][O:21][CH2:20][CH2:19]1)=[CH:14][C:13]2=[O:24])[CH3:7]. (5) The reactants are: [NH+]1C=CC=CC=1.[F:7][C:8]([F:23])([CH2:14][CH2:15][CH2:16][CH2:17][CH2:18][CH2:19][CH2:20][CH2:21][CH3:22])[CH2:9][CH2:10][CH2:11][CH2:12][OH:13]. Given the product [F:7][C:8]([F:23])([CH2:14][CH2:15][CH2:16][CH2:17][CH2:18][CH2:19][CH2:20][CH2:21][CH3:22])[CH2:9][CH2:10][CH2:11][CH:12]=[O:13], predict the reactants needed to synthesize it. (6) Given the product [CH3:21][C:22]1[CH:27]=[CH:26][CH:25]=[C:24]([CH3:28])[C:23]=1[O:29][C:2]1[CH:19]=[C:6]2[C:7]3[C:12]([CH2:13][CH2:14][N:5]2[C:4](=[O:20])[N:3]=1)=[CH:11][C:10]([O:15][CH3:16])=[C:9]([O:17][CH3:18])[CH:8]=3, predict the reactants needed to synthesize it. The reactants are: Cl[C:2]1[CH:19]=[C:6]2[C:7]3[C:12]([CH2:13][CH2:14][N:5]2[C:4](=[O:20])[N:3]=1)=[CH:11][C:10]([O:15][CH3:16])=[C:9]([O:17][CH3:18])[CH:8]=3.[CH3:21][C:22]1[CH:27]=[CH:26][CH:25]=[C:24]([CH3:28])[C:23]=1[OH:29].C(=O)([O-])[O-].[K+].[K+].O. (7) Given the product [O:1]=[C:2]([C:9]1[O:10][C:11]([C:14]2[CH:19]=[CH:18][CH:17]=[CH:16][N:15]=2)=[CH:12][N:13]=1)[CH2:3][CH2:4][CH2:5][CH2:6][C:7]#[C:8][C:24]1[CH:25]=[CH:26][C:21]([Cl:20])=[CH:22][CH:23]=1, predict the reactants needed to synthesize it. The reactants are: [O:1]=[C:2]([C:9]1[O:10][C:11]([C:14]2[CH:19]=[CH:18][CH:17]=[CH:16][N:15]=2)=[CH:12][N:13]=1)[CH2:3][CH2:4][CH2:5][CH2:6][C:7]#[CH:8].[Cl:20][C:21]1[CH:26]=[CH:25][C:24](I)=[CH:23][CH:22]=1.